From a dataset of Peptide-MHC class II binding affinity with 134,281 pairs from IEDB. Regression. Given a peptide amino acid sequence and an MHC pseudo amino acid sequence, predict their binding affinity value. This is MHC class II binding data. (1) The peptide sequence is ILFSYFQDLVITLPF. The MHC is HLA-DQA10501-DQB10201 with pseudo-sequence HLA-DQA10501-DQB10201. The binding affinity (normalized) is 0.611. (2) The peptide sequence is VYSYTVECETNITDI. The MHC is DRB1_0101 with pseudo-sequence DRB1_0101. The binding affinity (normalized) is 0.582. (3) The peptide sequence is ADLGYGPATPAAPAA. The MHC is HLA-DQA10301-DQB10302 with pseudo-sequence HLA-DQA10301-DQB10302. The binding affinity (normalized) is 0.0914. (4) The peptide sequence is KKLVGGVVLLGAMLVGQ. The MHC is DRB3_0101 with pseudo-sequence DRB3_0101. The binding affinity (normalized) is 0. (5) The peptide sequence is GGLHRMVLDGRAPVL. The MHC is HLA-DPA10301-DPB10402 with pseudo-sequence HLA-DPA10301-DPB10402. The binding affinity (normalized) is 0. (6) The peptide sequence is VRILRRVHHRKYLTD. The MHC is HLA-DQA10501-DQB10201 with pseudo-sequence HLA-DQA10501-DQB10201. The binding affinity (normalized) is 0.146. (7) The peptide sequence is MANSRAFALVLLFCA. The binding affinity (normalized) is 0.0468. The MHC is HLA-DQA10101-DQB10501 with pseudo-sequence HLA-DQA10101-DQB10501.